Dataset: Forward reaction prediction with 1.9M reactions from USPTO patents (1976-2016). Task: Predict the product of the given reaction. (1) The product is: [Si:20]([O:9][CH2:8][C:6]1[CH:7]=[C:2]([NH:1][C:19]2[CH:18]=[CH:6][CH:7]=[CH:2][CH:3]=2)[CH:3]=[CH:4][C:5]=1[O:10][C:11]([F:12])([F:13])[F:14])([C:23]([CH3:26])([CH3:25])[CH3:24])([CH3:22])[CH3:21]. Given the reactants [NH2:1][C:2]1[CH:3]=[CH:4][C:5]([O:10][C:11]([F:14])([F:13])[F:12])=[C:6]([CH2:8][OH:9])[CH:7]=1.N1[CH:19]=[CH:18]N=C1.[Si:20](Cl)([C:23]([CH3:26])([CH3:25])[CH3:24])([CH3:22])[CH3:21], predict the reaction product. (2) The product is: [C:1]([O:5][C:6](=[O:17])[NH:7][CH:8]([C:10]1[CH:11]=[N:12][C:13]([F:16])=[CH:14][C:15]=1[I:23])[CH3:9])([CH3:2])([CH3:3])[CH3:4]. Given the reactants [C:1]([O:5][C:6](=[O:17])[NH:7][CH:8]([C:10]1[CH:11]=[N:12][C:13]([F:16])=[CH:14][CH:15]=1)[CH3:9])([CH3:4])([CH3:3])[CH3:2].C([Li])(C)(C)C.[I:23]I.O, predict the reaction product.